Dataset: Full USPTO retrosynthesis dataset with 1.9M reactions from patents (1976-2016). Task: Predict the reactants needed to synthesize the given product. (1) Given the product [CH2:1]([N:8]1[CH2:13][CH2:12][CH:11]([NH:14][CH2:22][C:23]2[N:24]=[C:25]([CH2:36][OH:37])[NH:26][CH:27]=2)[CH2:10][CH2:9]1)[C:2]1[CH:3]=[CH:4][CH:5]=[CH:6][CH:7]=1, predict the reactants needed to synthesize it. The reactants are: [CH2:1]([N:8]1[CH2:13][CH2:12][CH:11]([N:14]([CH2:22][C:23]2[N:24]=[C:25]([CH2:36][OH:37])[N:26](COCC[Si](C)(C)C)[CH:27]=2)C(=O)OC(C)(C)C)[CH2:10][CH2:9]1)[C:2]1[CH:7]=[CH:6][CH:5]=[CH:4][CH:3]=1.O.C(=O)([O-])O.[Na+]. (2) Given the product [BrH:20].[Br:20][C:11]1[C:12](=[O:13])[N:3]2[CH:4]=[CH:5][CH:6]=[CH:7][C:2]2=[N:1][C:10]=1[C:9]([F:19])([F:18])[F:8], predict the reactants needed to synthesize it. The reactants are: [NH2:1][C:2]1[CH:7]=[CH:6][CH:5]=[CH:4][N:3]=1.[F:8][C:9]([F:19])([F:18])[C:10](=O)[CH2:11][C:12](OCC)=[O:13].[Br:20]Br. (3) Given the product [CH:30]([OH:29])=[O:31].[CH3:30][O:29][C:14]1[CH:13]=[C:12]([CH:17]=[CH:16][C:15]=1[O:18][CH:19]([C:21]1[CH:22]=[N:23][C:24]([O:27][CH3:28])=[CH:25][CH:26]=1)[CH3:20])[CH2:11][N:8]1[C:5]2=[N:6][CH:7]=[C:2]([C:43]3[CH:42]=[N:41][N:40]([CH3:39])[CH:44]=3)[CH:3]=[C:4]2[N:10]=[CH:9]1, predict the reactants needed to synthesize it. The reactants are: I[C:2]1[CH:3]=[C:4]2[N:10]=[CH:9][N:8]([CH2:11][C:12]3[CH:17]=[CH:16][C:15]([O:18][CH:19]([C:21]4[CH:22]=[N:23][C:24]([O:27][CH3:28])=[CH:25][CH:26]=4)[CH3:20])=[C:14]([O:29][CH3:30])[CH:13]=3)[C:5]2=[N:6][CH:7]=1.[O-:31]P([O-])([O-])=O.[K+].[K+].[K+].[CH3:39][N:40]1[CH:44]=[C:43](B2OC(C)(C)C(C)(C)O2)[CH:42]=[N:41]1.C1(P(C2CCCCC2)C2CCCCC2)CCCCC1. (4) The reactants are: Br[C:2]1[CH:3]=[N:4][CH:5]=[CH:6][CH:7]=1.[Br:8][C:9]1[CH:16]=[CH:15][C:12]([CH:13]=[O:14])=[CH:11][CH:10]=1. Given the product [Br:8][C:9]1[CH:16]=[CH:15][C:12]([CH:13]([C:2]2[CH:3]=[N:4][CH:5]=[CH:6][CH:7]=2)[OH:14])=[CH:11][CH:10]=1, predict the reactants needed to synthesize it. (5) Given the product [O:1]1[CH:5]=[CH:4][N:3]=[C:2]1[C:6]1[C:14]2[C:13]([C:15]3[CH:16]=[C:17]([NH:21][C:22](=[O:26])[C:23]([CH3:25])=[CH2:24])[CH:18]=[CH:19][CH:20]=3)=[N:12][CH:11]=[N:10][C:9]=2[NH:8][CH:7]=1, predict the reactants needed to synthesize it. The reactants are: [O:1]1[CH:5]=[CH:4][N:3]=[C:2]1[C:6]1[C:14]2[C:13]([C:15]3[CH:16]=[C:17]([NH:21][C:22](=[O:26])[C:23]([CH3:25])=[CH2:24])[CH:18]=[CH:19][CH:20]=3)=[N:12][CH:11]=[N:10][C:9]=2[N:8](COCC[Si](C)(C)C)[CH:7]=1.FC(F)(F)C(O)=O.C(N)CN.[OH-].[Na+]. (6) Given the product [C:14]1([CH2:17][CH2:18][NH:19][C:2](=[O:4])[C:1]([O:8][CH2:9][CH3:10])=[O:7])[CH:15]=[CH:16][CH:11]=[CH:12][CH:13]=1, predict the reactants needed to synthesize it. The reactants are: [C:1]([O:8][CH2:9][CH3:10])(=[O:7])[C:2]([O:4]CC)=O.[CH:11]1[CH:16]=[CH:15][C:14]([CH2:17][CH2:18][NH2:19])=[CH:13][CH:12]=1. (7) Given the product [CH3:20][N:2]([CH3:1])[CH2:3][CH2:4][CH2:5][O:6][C:7]1[CH:12]=[CH:11][C:10]([NH:13][C:29]([NH:28][C:23]2[CH:24]=[CH:25][CH:26]=[CH:27][C:22]=2[F:21])=[O:30])=[CH:9][C:8]=1[C:14]1[N:15]([CH3:19])[N:16]=[CH:17][CH:18]=1, predict the reactants needed to synthesize it. The reactants are: [CH3:1][N:2]([CH3:20])[CH2:3][CH2:4][CH2:5][O:6][C:7]1[CH:12]=[CH:11][C:10]([NH2:13])=[CH:9][C:8]=1[C:14]1[N:15]([CH3:19])[N:16]=[CH:17][CH:18]=1.[F:21][C:22]1[CH:27]=[CH:26][CH:25]=[CH:24][C:23]=1[N:28]=[C:29]=[O:30]. (8) Given the product [OH:15][C:14]1[CH:16]=[CH:17][CH:18]=[CH:19][C:13]=1[C:12]1[O:11][C:5]2[CH:4]=[CH:3][C:2]([Cl:1])=[CH:10][C:6]=2[C:7](=[O:9])[N:21]=1, predict the reactants needed to synthesize it. The reactants are: [Cl:1][C:2]1[CH:10]=[C:6]([C:7]([OH:9])=O)[C:5]([OH:11])=[CH:4][CH:3]=1.[C:12]([NH2:21])(=O)[C:13]1[C:14](=[CH:16][CH:17]=[CH:18][CH:19]=1)[OH:15].N1C=CC=CC=1.S(Cl)(Cl)=O. (9) The reactants are: [CH3:1][CH:2]1[CH2:9][C@H:8]2[C@H:4]([CH2:5][NH:6][C@@H:7]2[CH2:10][NH:11][C:12]([C:14]2[N:21]3[C:17]([S:18][CH:19]=[CH:20]3)=[N:16][C:15]=2[CH3:22])=[O:13])[CH2:3]1.[CH3:23][O:24][C:25]1[CH:26]=[C:27]([C:31]2[C:32]([C:37](O)=[O:38])=[CH:33][CH:34]=[CH:35][CH:36]=2)[CH:28]=[CH:29][CH:30]=1. Given the product [CH3:1][CH:2]1[CH2:9][C@H:8]2[C@H:4]([CH2:5][N:6]([C:37]([C:32]3[C:31]([C:27]4[CH:28]=[CH:29][CH:30]=[C:25]([O:24][CH3:23])[CH:26]=4)=[CH:36][CH:35]=[CH:34][CH:33]=3)=[O:38])[C@@H:7]2[CH2:10][NH:11][C:12]([C:14]2[N:21]3[C:17]([S:18][CH:19]=[CH:20]3)=[N:16][C:15]=2[CH3:22])=[O:13])[CH2:3]1, predict the reactants needed to synthesize it.